From a dataset of Forward reaction prediction with 1.9M reactions from USPTO patents (1976-2016). Predict the product of the given reaction. (1) The product is: [NH2:13][C:11](=[O:12])[C@H:10]([NH:9][C:6]1[CH:7]=[CH:8][C:3]([C:1]([NH2:2])=[O:26])=[C:4]([NH:18][C:19]2[O:23][N:22]=[C:21]([CH3:24])[CH:20]=2)[CH:5]=1)[CH2:14][CH:15]([CH3:17])[CH3:16]. Given the reactants [C:1]([C:3]1[CH:8]=[CH:7][C:6]([NH:9][C@H:10]([CH2:14][CH:15]([CH3:17])[CH3:16])[C:11]([NH2:13])=[O:12])=[CH:5][C:4]=1[NH:18][C:19]1[O:23][N:22]=[C:21]([CH3:24])[CH:20]=1)#[N:2].C([O-])([O-])=[O:26].[K+].[K+].OO, predict the reaction product. (2) Given the reactants Cl[C:2]1[N:3]=[C:4]([NH:17][CH2:18][CH2:19][CH3:20])[C:5]2[N:11]=[C:10](Cl)[N:9]=[C:8]([NH:13][CH2:14][CH2:15][CH3:16])[C:6]=2[N:7]=1.[CH:21]1([NH2:24])[CH2:23][CH2:22]1, predict the reaction product. The product is: [CH:21]1([NH:24][C:2]2[N:3]=[C:4]([NH:17][CH2:18][CH2:19][CH3:20])[C:5]3[N:11]=[C:10]([NH:24][CH:21]4[CH2:23][CH2:22]4)[N:9]=[C:8]([NH:13][CH2:14][CH2:15][CH3:16])[C:6]=3[N:7]=2)[CH2:23][CH2:22]1. (3) Given the reactants [NH2:1][C:2]1[N:7]=[CH:6][N:5]=[C:4]2[N:8]([CH:12]([C:14]3[C:15]([O:33][CH3:34])=[C:16]([CH:22]4[CH2:25][N:24](C(OC(C)(C)C)=O)[CH2:23]4)[C:17]([F:21])=[C:18]([Cl:20])[CH:19]=3)[CH3:13])[N:9]=[C:10]([CH3:11])[C:3]=12.Cl.O1CCOCC1, predict the reaction product. The product is: [ClH:20].[NH:24]1[CH2:23][CH:22]([C:16]2[C:15]([O:33][CH3:34])=[C:14]([CH:12]([N:8]3[C:4]4=[N:5][CH:6]=[N:7][C:2]([NH2:1])=[C:3]4[C:10]([CH3:11])=[N:9]3)[CH3:13])[CH:19]=[C:18]([Cl:20])[C:17]=2[F:21])[CH2:25]1. (4) The product is: [F:8][C:9]1[C:14]([CH:15]2[CH2:20][CH2:19][N:18]([CH2:3][CH2:2][F:7])[CH2:17][CH2:16]2)=[N:13][CH:12]=[CH:11][N:10]=1. Given the reactants F[C:2]([F:7])(F)[C:3](O)=O.[F:8][C:9]1[C:14]([CH:15]2[CH2:20][CH2:19][NH:18][CH2:17][CH2:16]2)=[N:13][CH:12]=[CH:11][N:10]=1.C(=O)([O-])[O-].[Cs+].[Cs+].S(C1C=CC(C)=CC=1)(OCCF)(=O)=O, predict the reaction product.